From a dataset of Catalyst prediction with 721,799 reactions and 888 catalyst types from USPTO. Predict which catalyst facilitates the given reaction. (1) Reactant: [C:1]([O:5][C:6]([N:8]1[CH2:13][CH2:12][C:11](=O)[CH2:10][CH2:9]1)=[O:7])([CH3:4])([CH3:3])[CH3:2].[CH3:15][C:16]1[C:17]([CH2:22][NH2:23])=[N:18][CH:19]=[CH:20][CH:21]=1.[BH-](OC(C)=O)(OC(C)=O)OC(C)=O.[Na+]. Product: [C:1]([O:5][C:6]([N:8]1[CH2:13][CH2:12][CH:11]([NH:23][CH2:22][C:17]2[C:16]([CH3:15])=[CH:21][CH:20]=[CH:19][N:18]=2)[CH2:10][CH2:9]1)=[O:7])([CH3:4])([CH3:3])[CH3:2]. The catalyst class is: 2. (2) Reactant: [Zn](CC)[CH2:2][CH3:3].[CH:6](=[O:13])[C:7]1[CH:12]=[CH:11][CH:10]=[CH:9][CH:8]=1.O. Product: [OH:13][CH:6]([C:7]1[CH:12]=[CH:11][CH:10]=[CH:9][CH:8]=1)[CH2:2][CH3:3]. The catalyst class is: 11. (3) Reactant: [N:1]1[CH:6]=[CH:5][CH:4]=[C:3]([CH2:7][CH2:8][CH2:9][N:10]2[CH2:15][CH2:14][N:13](C(OC(C)(C)C)=O)[CH2:12][CH2:11]2)[CH:2]=1.[ClH:23].O1CCOCC1. Product: [ClH:23].[ClH:23].[ClH:23].[N:1]1[CH:6]=[CH:5][CH:4]=[C:3]([CH2:7][CH2:8][CH2:9][N:10]2[CH2:15][CH2:14][NH:13][CH2:12][CH2:11]2)[CH:2]=1. The catalyst class is: 5. (4) Reactant: [CH3:1][O:2][C:3]1[CH:4]=[C:5]([C:11]2[N:16]=[C:15]3[C:17](=[CH2:31])[N:18]([C:21]4[CH:22]=[N:23][N:24]([CH2:26][C:27]([F:30])([F:29])[F:28])[CH:25]=4)[C:19](=[O:20])[C:14]3=[CH:13][CH:12]=2)[CH:6]=[N:7][C:8]=1[O:9][CH3:10]. Product: [CH3:1][O:2][C:3]1[CH:4]=[C:5]([C:11]2[N:16]=[C:15]3[CH:17]([CH3:31])[N:18]([C:21]4[CH:22]=[N:23][N:24]([CH2:26][C:27]([F:30])([F:29])[F:28])[CH:25]=4)[C:19](=[O:20])[C:14]3=[CH:13][CH:12]=2)[CH:6]=[N:7][C:8]=1[O:9][CH3:10]. The catalyst class is: 123.